From a dataset of Reaction yield outcomes from USPTO patents with 853,638 reactions. Predict the reaction yield, written as a fraction of the theoretical maximum amount of product (1.0 means a 100% yield; for example, 0.34 means a 34% yield). (1) The reactants are [CH3:1][N:2]([N:4]=[N:5][C:6]1[CH:10]=[C:9]([C:11]([CH3:14])([CH3:13])[CH3:12])[Se:8][C:7]=1[C:15]([O:17]CC)=[O:16])[CH3:3].[OH-].[Na+].Cl. The catalyst is CO.O. The product is [CH3:1][N:2]([N:4]=[N:5][C:6]1[CH:10]=[C:9]([C:11]([CH3:12])([CH3:13])[CH3:14])[Se:8][C:7]=1[C:15]([OH:17])=[O:16])[CH3:3]. The yield is 0.450. (2) The reactants are FC(F)(F)S([O:6][S:7]([C:10]([F:13])([F:12])[F:11])(=[O:9])=[O:8])(=O)=O.[F:16][C:17]([F:24])([C:20]([F:23])([F:22])[F:21])[CH2:18]O. No catalyst specified. The product is [F:13][C:10]([F:11])([F:12])[S:7]([O:6][CH2:18][C:17]([F:24])([F:16])[C:20]([F:23])([F:22])[F:21])(=[O:8])=[O:9]. The yield is 0.970. (3) The reactants are P([O-])([O-])([O-])=O.[K+].[K+].[K+].Br[C:10]1[CH:11]=[C:12]([CH:15]=[O:16])[S:13][CH:14]=1.[F:17][C:18]([F:30])([F:29])[O:19][C:20]1[CH:25]=[CH:24][C:23](B(O)O)=[CH:22][CH:21]=1. The catalyst is COCCOC.C(OCC)(=O)C.C1C=CC([P]([Pd]([P](C2C=CC=CC=2)(C2C=CC=CC=2)C2C=CC=CC=2)([P](C2C=CC=CC=2)(C2C=CC=CC=2)C2C=CC=CC=2)[P](C2C=CC=CC=2)(C2C=CC=CC=2)C2C=CC=CC=2)(C2C=CC=CC=2)C2C=CC=CC=2)=CC=1. The product is [F:17][C:18]([F:29])([F:30])[O:19][C:20]1[CH:25]=[CH:24][C:23]([C:10]2[CH:11]=[C:12]([CH:15]=[O:16])[S:13][CH:14]=2)=[CH:22][CH:21]=1. The yield is 0.680. (4) The reactants are C([C@@:8]([NH2:34])([CH2:26][C:27]1[CH:32]=[CH:31][C:30]([Cl:33])=[CH:29][CH:28]=1)[C:9]([N:11]1[CH2:16][CH2:15][N:14]([C:17]2[C:18]3[CH:25]=[CH:24][NH:23][C:19]=3[N:20]=[CH:21][N:22]=2)[CH2:13][CH2:12]1)=[O:10])(OC(C)(C)C)=O.[ClH:35].O1CCOCC1. The catalyst is O1CCOCC1. The product is [ClH:33].[ClH:35].[NH2:34][C@H:8]([CH2:26][C:27]1[CH:32]=[CH:31][C:30]([Cl:33])=[CH:29][CH:28]=1)[C:9]([N:11]1[CH2:16][CH2:15][N:14]([C:17]2[C:18]3[CH:25]=[CH:24][NH:23][C:19]=3[N:20]=[CH:21][N:22]=2)[CH2:13][CH2:12]1)=[O:10]. The yield is 0.380. (5) The reactants are Cl.[CH3:2][O:3][NH2:4].[C:5]12[C:11](=[CH:12][CH:13]=[CH:14][CH:15]=1)[NH:10]C(=O)O[C:6]2=[O:7]. The catalyst is C1COCC1.CCN(C(C)C)C(C)C. The product is [NH2:10][C:11]1[CH:12]=[CH:13][CH:14]=[CH:15][C:5]=1[C:6]([NH:4][O:3][CH3:2])=[O:7]. The yield is 0.500. (6) The reactants are S(Cl)(Cl)=O.[N:5]1([C:10]2[CH:11]=[C:12]([CH:16]=[CH:17][CH:18]=2)[C:13]([OH:15])=O)[CH:9]=[N:8][N:7]=[N:6]1.[Br:19][C:20]1[CH:26]=[CH:25][C:23]([NH2:24])=[CH:22][CH:21]=1.C(N(CC)CC)C. No catalyst specified. The yield is 0.530. The product is [Br:19][C:20]1[CH:26]=[CH:25][C:23]([NH:24][C:13](=[O:15])[C:12]2[CH:16]=[CH:17][CH:18]=[C:10]([N:5]3[CH:9]=[N:8][N:7]=[N:6]3)[CH:11]=2)=[CH:22][CH:21]=1. (7) The reactants are [Cl:1][C:2]1[N:7]=[C:6]([C:8]2[S:12][C:11]([CH:13]([CH3:15])[CH3:14])=[N:10][C:9]=2[C:16]2[C:17]([F:29])=[C:18]([NH:22]C(=O)OCC=C)[CH:19]=[CH:20][CH:21]=2)[CH:5]=[CH:4][N:3]=1.CC(O)=O.C([SnH](CCCC)CCCC)CCC. The catalyst is C(Cl)Cl.Cl[Pd](Cl)([P](C1C=CC=CC=1)(C1C=CC=CC=1)C1C=CC=CC=1)[P](C1C=CC=CC=1)(C1C=CC=CC=1)C1C=CC=CC=1. The product is [Cl:1][C:2]1[N:7]=[C:6]([C:8]2[S:12][C:11]([CH:13]([CH3:15])[CH3:14])=[N:10][C:9]=2[C:16]2[C:17]([F:29])=[C:18]([CH:19]=[CH:20][CH:21]=2)[NH2:22])[CH:5]=[CH:4][N:3]=1. The yield is 0.876. (8) The reactants are [CH2:1]([O:3][CH:4]([O:15][CH2:16][CH3:17])[CH2:5][NH:6][C@@H:7]([C:9]1[CH:14]=[CH:13][CH:12]=[CH:11][CH:10]=1)[CH3:8])[CH3:2].[CH:18]1[C:30]2[CH:29]([CH2:31][O:32][C:33]([NH:35][C@@H:36]([CH2:40][C:41]3[CH:46]=[CH:45][C:44]([O:47][C:48]([CH3:51])([CH3:50])[CH3:49])=[CH:43][CH:42]=3)[C:37](O)=[O:38])=[O:34])[C:28]3[C:23](=[CH:24][CH:25]=[CH:26][CH:27]=3)[C:22]=2[CH:21]=[CH:20][CH:19]=1. No catalyst specified. The product is [C:48]([O:47][C:44]1[CH:43]=[CH:42][C:41]([CH2:40][C@H:36]([NH:35][C:33](=[O:34])[O:32][CH2:31][CH:29]2[C:30]3[CH:18]=[CH:19][CH:20]=[CH:21][C:22]=3[C:23]3[C:28]2=[CH:27][CH:26]=[CH:25][CH:24]=3)[C:37]([N:6]([CH2:5][CH:4]([O:3][CH2:1][CH3:2])[O:15][CH2:16][CH3:17])[C@@H:7]([C:9]2[CH:14]=[CH:13][CH:12]=[CH:11][CH:10]=2)[CH3:8])=[O:38])=[CH:46][CH:45]=1)([CH3:51])([CH3:49])[CH3:50]. The yield is 0.870. (9) The reactants are [Cl:1][C:2]1[CH:10]=[C:9]2[C:5]([CH:6]=[CH:7][NH:8]2)=[CH:4][C:3]=1B1OCC(C)(C)CO1.[C:19](=[O:22])([O-])[O-].[K+].[K+].Br[C:26]1[CH:31]=[CH:30][C:29]([CH:32]2[CH2:36][CH2:35][N:34]([CH3:37])[CH2:33]2)=[CH:28][CH:27]=1. The catalyst is O1CCOCC1.CN(C=O)C.C1C=CC(P(C2C=CC=CC=2)[C-]2C=CC=C2)=CC=1.C1C=CC(P(C2C=CC=CC=2)[C-]2C=CC=C2)=CC=1.Cl[Pd]Cl.[Fe+2]. The product is [Cl:1][C:2]1[CH:10]=[C:9]2[C:5]([C:6]([CH:19]=[O:22])=[CH:7][NH:8]2)=[CH:4][C:3]=1[C:26]1[CH:27]=[CH:28][C:29]([CH:32]2[CH2:36][CH2:35][N:34]([CH3:37])[CH2:33]2)=[CH:30][CH:31]=1. The yield is 0.160. (10) The reactants are Cl[C:2]1[N:7]=[C:6]([C:8]([NH:10][C:11]2[C:20]([CH3:21])=[CH:19][C:14]([C:15]([O:17][CH3:18])=[O:16])=[CH:13][C:12]=2[CH3:22])=[O:9])[C:5]([CH3:23])=[CH:4][CH:3]=1.[CH3:24][O:25][C:26]1[CH:27]=[C:28](B(O)O)[CH:29]=[CH:30][CH:31]=1.C(=O)([O-])[O-].[K+].[K+].C(Cl)Cl. The catalyst is O1CCOCC1.O.C1C=CC(P(C2C=CC=CC=2)[C-]2C=CC=C2)=CC=1.C1C=CC(P(C2C=CC=CC=2)[C-]2C=CC=C2)=CC=1.Cl[Pd]Cl.[Fe+2]. The product is [CH3:24][O:25][C:26]1[CH:31]=[C:30]([C:2]2[N:7]=[C:6]([C:8]([NH:10][C:11]3[C:20]([CH3:21])=[CH:19][C:14]([C:15]([O:17][CH3:18])=[O:16])=[CH:13][C:12]=3[CH3:22])=[O:9])[C:5]([CH3:23])=[CH:4][CH:3]=2)[CH:29]=[CH:28][CH:27]=1. The yield is 0.410.